Predict the product of the given reaction. From a dataset of Forward reaction prediction with 1.9M reactions from USPTO patents (1976-2016). (1) Given the reactants [CH3:1][CH2:2][CH2:3][NH:4][C@@H:5]1[CH2:14][C:9]2[S:10][C:11]([NH2:13])=[N:12][C:8]=2[CH2:7][CH2:6]1.[CH3:15][O:16][C:17]1[CH:46]=[CH:45][C:20]([CH2:21][N:22]2[C:30]3[C:25](=[CH:26][C:27]([N:31]4[CH2:36][CH2:35][N:34]([CH2:37][CH:38]=O)[CH2:33][CH2:32]4)=[CH:28][CH:29]=3)[C:24]3([O:43][CH2:42][CH2:41][O:40]3)[C:23]2=[O:44])=[CH:19][CH:18]=1.[BH-](OC(C)=O)(OC(C)=O)OC(C)=O.[Na+], predict the reaction product. The product is: [NH2:13][C:11]1[S:10][C:9]2[CH2:14][CH:5]([N:4]([CH2:3][CH2:2][CH3:1])[CH2:38][CH2:37][N:34]3[CH2:33][CH2:32][N:31]([C:27]4[CH:26]=[C:25]5[C:30](=[CH:29][CH:28]=4)[N:22]([CH2:21][C:20]4[CH:45]=[CH:46][C:17]([O:16][CH3:15])=[CH:18][CH:19]=4)[C:23](=[O:44])[C:24]45[O:43][CH2:42][CH2:41][O:40]4)[CH2:36][CH2:35]3)[CH2:6][CH2:7][C:8]=2[N:12]=1. (2) Given the reactants [NH2:1][CH2:2][C:3]1[CH:4]=[C:5]([C:9]2[CH:14]=[CH:13][CH:12]=[C:11]([CH2:15][NH:16][C:17]3[N:22]=[C:21]([NH:23][CH2:24][C@H:25]4[CH2:30][CH2:29][C@H:28]([CH2:31][OH:32])[CH2:27][CH2:26]4)[C:20]([N+:33]([O-:35])=[O:34])=[CH:19][N:18]=3)[C:10]=2[CH3:36])[CH:6]=[CH:7][CH:8]=1.Br[CH2:38][CH2:39][OH:40].C(N(C(C)C)CC)(C)C, predict the reaction product. The product is: [OH:32][CH2:31][C@H:28]1[CH2:27][CH2:26][C@H:25]([CH2:24][NH:23][C:21]2[C:20]([N+:33]([O-:35])=[O:34])=[CH:19][N:18]=[C:17]([NH:16][CH2:15][C:11]3[C:10]([CH3:36])=[C:9]([C:5]4[CH:6]=[CH:7][CH:8]=[C:3]([CH2:2][NH:1][CH2:38][CH2:39][OH:40])[CH:4]=4)[CH:14]=[CH:13][CH:12]=3)[N:22]=2)[CH2:30][CH2:29]1. (3) Given the reactants C([O:3][C:4](=O)[C:5]1[CH:10]=[C:9]([C:11]2[N:15]([CH3:16])[N:14]=[N:13][N:12]=2)[CH:8]=[C:7]([NH2:17])[CH:6]=1)C.[H-].[H-].[H-].[H-].[Li+].[Al+3], predict the reaction product. The product is: [NH2:17][C:7]1[CH:6]=[C:5]([CH2:4][OH:3])[CH:10]=[C:9]([C:11]2[N:15]([CH3:16])[N:14]=[N:13][N:12]=2)[CH:8]=1. (4) Given the reactants [NH2:1][C:2]1[C:6]2[CH:7]=[CH:8][CH:9]=[CH:10][C:5]=2[O:4][C:3]=1[C:11]([NH2:13])=[O:12].C(N(CC)CC)C.[C:21](Cl)(=[O:28])[C:22]1[CH:27]=[CH:26][CH:25]=[CH:24][CH:23]=1, predict the reaction product. The product is: [C:21]([NH:1][C:2]1[C:6]2[CH:7]=[CH:8][CH:9]=[CH:10][C:5]=2[O:4][C:3]=1[C:11]([NH2:13])=[O:12])(=[O:28])[C:22]1[CH:27]=[CH:26][CH:25]=[CH:24][CH:23]=1.